From a dataset of Catalyst prediction with 721,799 reactions and 888 catalyst types from USPTO. Predict which catalyst facilitates the given reaction. (1) Reactant: [O:1]1[CH:5]=[CH:4][N:3]=[C:2]1[C:6]1[CH:11]=[CH:10][C:9]([OH:12])=[CH:8][CH:7]=1.C([O-])([O-])=O.[K+].[K+].F[C:20]1[CH:27]=[CH:26][C:23]([CH:24]=[O:25])=[CH:22][CH:21]=1.C([O-])(O)=O.[Na+]. Product: [O:1]1[CH:5]=[CH:4][N:3]=[C:2]1[C:6]1[CH:11]=[CH:10][C:9]([O:12][C:20]2[CH:27]=[CH:26][C:23]([CH:24]=[O:25])=[CH:22][CH:21]=2)=[CH:8][CH:7]=1. The catalyst class is: 3. (2) Reactant: [NH2:1][C:2]1[S:3][C:4]([C:7]#[N:8])=[CH:5][N:6]=1.[C:9](OC(=O)C)(=[O:11])[CH3:10]. Product: [C:9]([NH:1][C:2]1[S:3][C:4]([C:7]#[N:8])=[CH:5][N:6]=1)(=[O:11])[CH3:10]. The catalyst class is: 15. (3) The catalyst class is: 25. Product: [CH2:17]([O:2][C:1]1[CH:3]=[C:4]([OH:5])[CH:6]=[CH:7][CH:8]=1)[CH:18]([CH3:20])[CH3:19]. Reactant: [C:1]1([CH:8]=[CH:7][CH:6]=[C:4]([OH:5])[CH:3]=1)[OH:2].CN(C=O)C.[H-].[Na+].Br[CH2:17][CH:18]([CH3:20])[CH3:19]. (4) Reactant: [CH:1]([C:4]1[CH:9]=[CH:8][C:7]([O:10][C:11]([N:13]2[CH2:18][CH2:17][CH2:16][CH:15]([C:19]3[CH:24]=[CH:23][CH:22]=[C:21]([O:25][C:26]([C:29]([O:31]CC4C=CC=CC=4)=[O:30])([CH3:28])[CH3:27])[CH:20]=3)[CH2:14]2)=[O:12])=[CH:6][CH:5]=1)([CH3:3])[CH3:2]. Product: [CH:1]([C:4]1[CH:9]=[CH:8][C:7]([O:10][C:11]([N:13]2[CH2:18][CH2:17][CH2:16][CH:15]([C:19]3[CH:24]=[CH:23][CH:22]=[C:21]([O:25][C:26]([C:29]([OH:31])=[O:30])([CH3:27])[CH3:28])[CH:20]=3)[CH2:14]2)=[O:12])=[CH:6][CH:5]=1)([CH3:3])[CH3:2]. The catalyst class is: 43.